Task: Predict the reactants needed to synthesize the given product.. Dataset: Retrosynthesis with 50K atom-mapped reactions and 10 reaction types from USPTO (1) Given the product COc1ccc(OC)c(C(=O)C=Cc2ccc(O)cc2)c1, predict the reactants needed to synthesize it. The reactants are: COc1ccc(OC)c(C(=O)C=Cc2ccc(OC3CCCCO3)cc2)c1. (2) Given the product CC(C)(C)OC(=O)NC1(c2ccc(-c3oc4c(Br)cn(CCF)c(=O)c4c3-c3ccccc3)cc2)CCC1, predict the reactants needed to synthesize it. The reactants are: CC(C)(C)OC(=O)NC1(c2ccc(-c3oc4c(Br)c[nH]c(=O)c4c3-c3ccccc3)cc2)CCC1.FCCI.